Dataset: Full USPTO retrosynthesis dataset with 1.9M reactions from patents (1976-2016). Task: Predict the reactants needed to synthesize the given product. Given the product [OH:1][C:2]1[CH:7]=[C:6]([CH3:8])[N:5]([CH3:9])[C:4](=[O:10])[C:3]=1[C:11](=[O:27])[CH:12]=[CH:13][C:14]1[S:18][C:17]([CH2:19][S:20]([CH2:22][C:23]([OH:25])=[O:24])=[O:21])=[CH:16][CH:15]=1, predict the reactants needed to synthesize it. The reactants are: [OH:1][C:2]1[CH:7]=[C:6]([CH3:8])[N:5]([CH3:9])[C:4](=[O:10])[C:3]=1[C:11](=[O:27])[CH:12]=[CH:13][C:14]1[S:18][C:17]([CH2:19][S:20]([CH2:22][C:23]([O:25]C)=[O:24])=[O:21])=[CH:16][CH:15]=1.[OH-].[Na+].